This data is from Peptide-MHC class II binding affinity with 134,281 pairs from IEDB. The task is: Regression. Given a peptide amino acid sequence and an MHC pseudo amino acid sequence, predict their binding affinity value. This is MHC class II binding data. (1) The binding affinity (normalized) is 0.680. The MHC is DRB3_0301 with pseudo-sequence DRB3_0301. The peptide sequence is LRLGKEFIRCLALPF. (2) The peptide sequence is AFHVAATAANAAPAN. The MHC is DRB1_0701 with pseudo-sequence DRB1_0701. The binding affinity (normalized) is 0.443. (3) The peptide sequence is AFKVAATAANDAPAN. The MHC is HLA-DPA10103-DPB10301 with pseudo-sequence HLA-DPA10103-DPB10301. The binding affinity (normalized) is 0.510. (4) The peptide sequence is RFFVWGDEVPLLTKF. The MHC is DRB1_0101 with pseudo-sequence DRB1_0101. The binding affinity (normalized) is 0.990. (5) The peptide sequence is EEIITLNSYGSFQEF. The MHC is DRB1_1101 with pseudo-sequence DRB1_1101. The binding affinity (normalized) is 0.581. (6) The peptide sequence is GLGWYKIEIDQDHQE. The MHC is DRB1_0301 with pseudo-sequence DRB1_0301. The binding affinity (normalized) is 0.686. (7) The peptide sequence is YYAIHKASPVLAFPA. The MHC is DRB1_1501 with pseudo-sequence DRB1_1501. The binding affinity (normalized) is 0.624.